Dataset: Forward reaction prediction with 1.9M reactions from USPTO patents (1976-2016). Task: Predict the product of the given reaction. (1) Given the reactants [CH3:1][C@@H:2]1[C:16](=[O:17])[NH:15][C:14]2[CH:18]=[CH:19][CH:20]=[CH:21][C:13]=2[CH:12]=[CH:11][CH2:10][CH2:9][CH2:8][C:7](=[O:22])[NH:6][CH2:5][C:4](=[O:23])[NH:3]1.C[N+]1([O-])CC[O:28]CC1.CC(O)(C)C.[OH2:37], predict the reaction product. The product is: [OH:37][CH:11]1[CH2:10][CH2:9][CH2:8][C:7](=[O:22])[NH:6][CH2:5][C:4](=[O:23])[NH:3][C@H:2]([CH3:1])[C:16](=[O:17])[NH:15][C:14]2[CH:18]=[CH:19][CH:20]=[CH:21][C:13]=2[CH:12]1[OH:28]. (2) The product is: [Cl:8][C:6]1[CH:7]=[CH:2][C:3]([C:9]2[C:34](=[O:35])[N:33]([CH3:36])[C:12]3[N:13]([CH3:32])[C:14]4[C:19]([C:11]=3[CH:10]=2)=[CH:18][C:17]([C:20]2[CH:24]=[CH:23][N:22]([CH2:65][O:66][CH3:67])[N:21]=2)=[CH:16][CH:15]=4)=[CH:4][CH:5]=1. Given the reactants Cl[C:2]1[CH:7]=[C:6]([Cl:8])[CH:5]=[CH:4][C:3]=1[C:9]1[C:34](=[O:35])[N:33]([CH3:36])[C:12]2[N:13]([CH3:32])[C:14]3[C:19]([C:11]=2[CH:10]=1)=[CH:18][C:17]([C:20]1[NH:21][N:22]=[C:23](CN2CCCCC2)[CH:24]=1)=[CH:16][CH:15]=3.ClC1C=CC(C2C(=O)N(C)C3N(C)C4C(C=3C=2)=CC(C2C=CNN=2)=CC=4)=CC=1.[CH3:65][O:66][CH2:67]Br, predict the reaction product. (3) Given the reactants [Br:1][C:2]1[CH:9]=[C:8]([F:10])[C:7]([CH:11]=[O:12])=[CH:6][C:3]=1[C:4]#[N:5].[BH4-].[Na+], predict the reaction product. The product is: [Br:1][C:2]1[CH:9]=[C:8]([F:10])[C:7]([CH2:11][OH:12])=[CH:6][C:3]=1[C:4]#[N:5]. (4) Given the reactants [C:1]1([CH:7]2[CH2:16][CH2:15][C:14]3[C:9](=[CH:10][CH:11]=[CH:12][CH:13]=3)[CH:8]2[C:17]2[CH:22]=[CH:21][C:20](OS(C(F)(F)F)(=O)=O)=[CH:19][CH:18]=2)[CH:6]=[CH:5][CH:4]=[CH:3][CH:2]=1.[C:31]([O:35][CH3:36])(=[O:34])[CH:32]=[CH2:33], predict the reaction product. The product is: [CH3:36][O:35][C:31](=[O:34])[CH:32]=[CH:33][C:20]1[CH:19]=[CH:18][C:17]([CH:8]2[C:9]3[C:14](=[CH:13][CH:12]=[CH:11][CH:10]=3)[CH2:15][CH2:16][CH:7]2[C:1]2[CH:6]=[CH:5][CH:4]=[CH:3][CH:2]=2)=[CH:22][CH:21]=1. (5) The product is: [NH2:26][C:4]1[N:3]=[C:2]([CH3:1])[N:7]=[C:6]([N:8]2[C:12]([NH:13][C:14]3[C:15]4[CH:16]=[N:17][NH:18][C:19]=4[CH:20]=[CH:21][CH:22]=3)=[CH:11][CH:10]=[N:9]2)[CH:5]=1. Given the reactants [CH3:1][C:2]1[N:7]=[C:6]([N:8]2[C:12]([NH:13][C:14]3[C:15]4[CH:16]=[N:17][NH:18][C:19]=4[CH:20]=[CH:21][CH:22]=3)=[CH:11][CH:10]=[N:9]2)[CH:5]=[C:4](S(C)=O)[N:3]=1.[NH3:26], predict the reaction product. (6) Given the reactants [CH2:1]([C:3]1[CH:4]=[C:5]([CH:8]=[C:9]([CH3:12])[C:10]=1[OH:11])[CH:6]=[O:7])[CH3:2].C([O-])([O-])=O.[K+].[K+].[CH2:19](Br)[C:20]1[CH:25]=[CH:24][CH:23]=[CH:22][CH:21]=1, predict the reaction product. The product is: [CH2:19]([O:11][C:10]1[C:9]([CH3:12])=[CH:8][C:5]([CH:6]=[O:7])=[CH:4][C:3]=1[CH2:1][CH3:2])[C:20]1[CH:25]=[CH:24][CH:23]=[CH:22][CH:21]=1.